Regression/Classification. Given a drug SMILES string, predict its absorption, distribution, metabolism, or excretion properties. Task type varies by dataset: regression for continuous measurements (e.g., permeability, clearance, half-life) or binary classification for categorical outcomes (e.g., BBB penetration, CYP inhibition). Dataset: cyp2c19_veith. From a dataset of CYP2C19 inhibition data for predicting drug metabolism from PubChem BioAssay. (1) The molecule is Nc1nc2n[nH]nc2c(=O)[nH]1. The result is 0 (non-inhibitor). (2) The compound is CC(C)(C)c1ccc(OC(=O)Nc2ccc(O)c(C(=O)O)c2)cc1. The result is 0 (non-inhibitor). (3) The molecule is Cn1c(=O)c(CCc2ccccc2)nc2cnc(OCc3ccccc3)nc21. The result is 1 (inhibitor). (4) The drug is NS(=O)(=O)c1ccc(N=Nc2c(O)c(C(=O)O)cc3ccccc23)cc1. The result is 0 (non-inhibitor). (5) The molecule is Cc1ccc(Cn2cccc(NC(=O)NC3CCCCC3)c2=O)cc1. The result is 1 (inhibitor). (6) The compound is CCOC(=O)C1=C(C)NC(C)=C(C(=O)OC)[C@H]1c1cccc([N+](=O)[O-])c1. The result is 1 (inhibitor). (7) The molecule is O=[N+]([O-])c1ccc(Cl)c(CNc2ncnc3c2ncn3[C@@H]2CCCCO2)c1. The result is 0 (non-inhibitor).